This data is from Reaction yield outcomes from USPTO patents with 853,638 reactions. The task is: Predict the reaction yield, written as a fraction of the theoretical maximum amount of product (1.0 means a 100% yield; for example, 0.34 means a 34% yield). (1) The product is [F:1][C:2]1[CH:3]=[CH:4][C:5]([N:8]2[CH2:9][CH2:10][N:11]([C:14]([CH3:20])([CH3:19])[CH2:15][CH2:16][C:17]#[N:18])[CH2:12][CH2:13]2)=[CH:6][CH:7]=1. The reactants are [F:1][C:2]1[CH:7]=[CH:6][C:5]([N:8]2[CH2:13][CH2:12][N:11]([C:14]([CH3:20])([CH3:19])/[CH:15]=[CH:16]/[C:17]#[N:18])[CH2:10][CH2:9]2)=[CH:4][CH:3]=1. The yield is 0.586. The catalyst is C(COC)OC. (2) The reactants are [CH:1]([O:4][C:5]1[CH:14]=[C:13]([C:15]([F:18])([F:17])[F:16])[C:12]2[C:7](=[CH:8][CH:9]=[C:10]3[NH:22][CH:21]([CH2:23][C:24]([F:27])([F:26])[F:25])[CH2:20][O:19][C:11]3=2)[N:6]=1)([CH3:3])[CH3:2].[CH2:28]=O.[BH3-]C#N.[Na+].[C:34](O)(=O)[CH3:35]. No catalyst specified. The product is [CH2:34]([C:21]1([CH2:23][C:24]([F:25])([F:26])[F:27])[CH2:20][O:19][C:11]2=[C:12]3[C:7](=[CH:8][CH:9]=[C:10]2[N:22]1[CH3:28])[N:6]=[C:5]([O:4][CH:1]([CH3:3])[CH3:2])[CH:14]=[C:13]3[C:15]([F:16])([F:17])[F:18])[CH3:35]. The yield is 0.650. (3) The reactants are [Cl-].[C:2]([O:6][C:7](=[O:10])[CH2:8][Zn+])([CH3:5])([CH3:4])[CH3:3].[Br:11][C:12]1[CH:13]=[C:14]2[C:25](=[CH:26][CH:27]=1)[O:24][C:17]1[C:18]([F:23])=[N:19][C:20]([Cl:22])=[CH:21][C:16]=1/[C:15]/2=[N:28]\[S:29]([C:31]([CH3:34])([CH3:33])[CH3:32])=[O:30]. The catalyst is C1COCC1.CCOC(C)=O. The product is [Br:11][C:12]1[CH:13]=[C:14]2[C:25](=[CH:26][CH:27]=1)[O:24][C:17]1[C:18]([F:23])=[N:19][C:20]([Cl:22])=[CH:21][C:16]=1[C:15]2([CH2:8][C:7]([O:6][C:2]([CH3:5])([CH3:4])[CH3:3])=[O:10])[NH:28][S:29]([C:31]([CH3:34])([CH3:33])[CH3:32])=[O:30]. The yield is 0.590.